Task: Predict the product of the given reaction.. Dataset: Forward reaction prediction with 1.9M reactions from USPTO patents (1976-2016) (1) The product is: [NH2:2][C:3]1[C:12]2[N:13]=[C:14]([CH2:38][CH2:39][O:40][CH3:41])[N:15]([CH2:16][CH2:17][CH2:18][N:19]([CH2:24][C:25]3[CH:26]=[C:27]([CH:35]=[CH:36][CH:37]=3)[O:28][CH2:29][C:30]([O:32][CH2:33][CH3:34])=[O:31])[C:20](=[O:23])[CH2:21][N:42]3[CH2:47][CH2:46][CH2:45][CH2:44][CH2:43]3)[C:11]=2[C:10]2[CH:9]=[CH:8][CH:7]=[CH:6][C:5]=2[N:4]=1. Given the reactants Cl.[NH2:2][C:3]1[C:12]2[N:13]=[C:14]([CH2:38][CH2:39][O:40][CH3:41])[N:15]([CH2:16][CH2:17][CH2:18][N:19]([CH2:24][C:25]3[CH:26]=[C:27]([CH:35]=[CH:36][CH:37]=3)[O:28][CH2:29][C:30]([O:32][CH2:33][CH3:34])=[O:31])[C:20](=[O:23])[CH2:21]Cl)[C:11]=2[C:10]2[CH:9]=[CH:8][CH:7]=[CH:6][C:5]=2[N:4]=1.[NH:42]1[CH2:47][CH2:46][CH2:45][CH2:44][CH2:43]1, predict the reaction product. (2) Given the reactants [F:1][C:2]([F:7])([CH2:5][OH:6])[CH2:3][OH:4].[CH2:8]([O:15][CH2:16][CH:17]=O)[C:9]1[CH:14]=[CH:13][CH:12]=[CH:11][CH:10]=1.O.C1(C)C=CC(S(O)(=O)=O)=CC=1, predict the reaction product. The product is: [CH2:8]([O:15][CH2:16][CH:17]1[O:6][CH2:5][C:2]([F:7])([F:1])[CH2:3][O:4]1)[C:9]1[CH:14]=[CH:13][CH:12]=[CH:11][CH:10]=1. (3) Given the reactants C([Li])CCC.Br[C:7]1[CH:12]=[CH:11][CH:10]=[C:9]([Br:13])[N:8]=1.[C:14]1(=[O:18])[CH2:17][CH2:16][CH2:15]1.[NH4+].[Cl-], predict the reaction product. The product is: [Br:13][C:9]1[N:8]=[C:7]([C:14]2([OH:18])[CH2:17][CH2:16][CH2:15]2)[CH:12]=[CH:11][CH:10]=1.